Dataset: Forward reaction prediction with 1.9M reactions from USPTO patents (1976-2016). Task: Predict the product of the given reaction. (1) Given the reactants Br[C:2]1[CH:3]=[N:4][CH:5]=[C:6]([Br:8])[CH:7]=1.[Cl:9][C:10]1[C:11](B(O)O)=[CH:12][C:13]([F:16])=[N:14][CH:15]=1.C(Cl)Cl.C(=O)([O-])[O-].[Na+].[Na+], predict the reaction product. The product is: [Br:8][C:6]1[CH:7]=[C:2]([C:11]2[C:10]([Cl:9])=[CH:15][N:14]=[C:13]([F:16])[CH:12]=2)[CH:3]=[N:4][CH:5]=1. (2) Given the reactants Cl.C(OC(=O)[NH:11][C:12]1([CH3:18])[CH2:17][CH2:16][NH:15][CH2:14][CH2:13]1)C1C=CC=CC=1.Br[C:21]1[CH:26]=[CH:25][C:24]([S:27]([CH3:30])(=[O:29])=[O:28])=[CH:23][N:22]=1.C(N(C(C)C)CC)(C)C, predict the reaction product. The product is: [CH3:30][S:27]([C:24]1[CH:25]=[CH:26][C:21]([N:15]2[CH2:14][CH2:13][C:12]([NH2:11])([CH3:18])[CH2:17][CH2:16]2)=[N:22][CH:23]=1)(=[O:29])=[O:28].